This data is from Full USPTO retrosynthesis dataset with 1.9M reactions from patents (1976-2016). The task is: Predict the reactants needed to synthesize the given product. (1) Given the product [F:27][C:24]([F:25])([F:26])[C:17]1[C:16]2[C:21](=[CH:22][C:13]([NH:12][S:8]([C:5]3[CH:6]=[CH:7][C:2]([Cl:1])=[CH:3][CH:4]=3)(=[O:10])=[O:9])=[CH:14][CH:15]=2)[O:20][C:19](=[O:23])[CH:18]=1, predict the reactants needed to synthesize it. The reactants are: [Cl:1][C:2]1[CH:7]=[CH:6][C:5]([S:8](Cl)(=[O:10])=[O:9])=[CH:4][CH:3]=1.[NH2:12][C:13]1[CH:22]=[C:21]2[C:16]([C:17]([C:24]([F:27])([F:26])[F:25])=[CH:18][C:19](=[O:23])[O:20]2)=[CH:15][CH:14]=1.Cl. (2) The reactants are: [C:1]([C:4]12[CH2:13][CH:8]3[CH2:9][CH:10]([CH2:12][CH:6]([N:7]3C(OC(C)(C)C)=O)[CH2:5]1)[CH2:11]2)(=[O:3])[NH2:2].C(OC(=O)C(F)(F)F)(=O)C. Given the product [CH:6]12[CH2:5][C:4]3([C:1]([NH2:2])=[O:3])[CH2:11][CH:10]([CH2:9][CH:8]([CH2:13]3)[NH:7]1)[CH2:12]2, predict the reactants needed to synthesize it. (3) Given the product [CH2:20]([C:22]1[CH:29]=[CH:28][C:25]([CH2:26][N:4]2[CH2:3][CH2:2][N:1]([C:7]3[CH:8]=[CH:9][C:10]4[N:11]([C:13]([C:16]([F:17])([F:18])[F:19])=[N:14][N:15]=4)[N:12]=3)[CH2:6][CH2:5]2)=[CH:24][CH:23]=1)[CH3:21], predict the reactants needed to synthesize it. The reactants are: [N:1]1([C:7]2[CH:8]=[CH:9][C:10]3[N:11]([C:13]([C:16]([F:19])([F:18])[F:17])=[N:14][N:15]=3)[N:12]=2)[CH2:6][CH2:5][NH:4][CH2:3][CH2:2]1.[CH2:20]([C:22]1[CH:29]=[CH:28][C:25]([CH:26]=O)=[CH:24][CH:23]=1)[CH3:21]. (4) Given the product [F:14][C:15]1[CH:22]=[C:21]([O:7][CH2:6][C:5]2[CH:8]=[CH:9][C:2]([Cl:1])=[C:3]([C:10]([F:11])([F:12])[F:13])[CH:4]=2)[C:20]([F:24])=[CH:19][C:16]=1[C:17]#[N:18], predict the reactants needed to synthesize it. The reactants are: [Cl:1][C:2]1[CH:9]=[CH:8][C:5]([CH2:6][OH:7])=[CH:4][C:3]=1[C:10]([F:13])([F:12])[F:11].[F:14][C:15]1[CH:22]=[C:21](F)[C:20]([F:24])=[CH:19][C:16]=1[C:17]#[N:18].C(=O)([O-])[O-].[K+].[K+]. (5) Given the product [CH:32]1([C:35]2[C:36]([CH2:45][N:46]3[CH2:51][CH2:50][O:49][C@H:48]([CH2:52][C:53]4[CH:54]=[C:55]([Cl:60])[CH:56]=[C:57]([Cl:59])[CH:58]=4)[CH2:47]3)=[CH:37][C:38]([F:44])=[C:39]([CH:43]=2)[C:40]([NH:72][S:69]([CH:66]2[CH2:68][CH2:67]2)(=[O:71])=[O:70])=[O:41])[CH2:33][CH2:34]1, predict the reactants needed to synthesize it. The reactants are: Cl.C1(C2C(CN3CCO[C@H](CC4C=CC(Cl)=C(Cl)C=4)C3)=CC(F)=C(C=2)C(O)=O)CC1.Cl.[CH:32]1([C:35]2[C:36]([CH2:45][N:46]3[CH2:51][CH2:50][O:49][C@H:48]([CH2:52][C:53]4[CH:58]=[C:57]([Cl:59])[CH:56]=[C:55]([Cl:60])[CH:54]=4)[CH2:47]3)=[CH:37][C:38]([F:44])=[C:39]([CH:43]=2)[C:40](O)=[O:41])[CH2:34][CH2:33]1.CS(N)(=O)=O.[CH:66]1([S:69]([NH2:72])(=[O:71])=[O:70])[CH2:68][CH2:67]1. (6) Given the product [CH3:6][C:5]([CH2:4][C:1]([C:9]1[CH:23]=[CH:22][C:12]([O:13][CH2:14][CH2:15][O:16][CH2:17][CH2:18][N+:19]([CH2:31][C:32]2[CH:33]=[CH:34][CH:35]=[CH:36][CH:37]=2)([CH3:21])[CH3:20])=[CH:11][CH:10]=1)([CH3:2])[CH3:3])([CH3:8])[CH3:7].[Cl-:38], predict the reactants needed to synthesize it. The reactants are: [C:1]([C:9]1[CH:23]=[CH:22][C:12]([O:13][CH2:14][CH2:15][O:16][CH2:17][CH2:18][N:19]([CH3:21])[CH3:20])=[CH:11][CH:10]=1)([CH2:4][C:5]([CH3:8])([CH3:7])[CH3:6])([CH3:3])[CH3:2].C(C(C)=O)C(C)C.[CH2:31]([Cl:38])[C:32]1[CH:37]=[CH:36][CH:35]=[CH:34][CH:33]=1. (7) Given the product [CH3:1][C:2]1[CH:13]=[CH:12][CH:11]=[C:4]([C:5]([NH:35][CH:32]([CH3:34])[CH3:33])=[O:7])[C:3]=1[NH:9][C:8]([C:24]1[N:20]([C:14]2[CH:15]=[CH:16][CH:17]=[CH:18][CH:19]=2)[N:21]=[C:22]([C:28]([F:29])([F:30])[F:31])[CH:23]=1)=[O:10], predict the reactants needed to synthesize it. The reactants are: [CH3:1][C:2]1[CH:13]=[CH:12][CH:11]=[C:4]2[C:5]([O:7][C:8](=[O:10])[NH:9][C:3]=12)=O.[C:14]1([N:20]2[C:24](C(Cl)=O)=[CH:23][C:22]([C:28]([F:31])([F:30])[F:29])=[N:21]2)[CH:19]=[CH:18][CH:17]=[CH:16][CH:15]=1.[CH:32]([NH2:35])([CH3:34])[CH3:33].